Dataset: Forward reaction prediction with 1.9M reactions from USPTO patents (1976-2016). Task: Predict the product of the given reaction. The product is: [CH2:23]([O:27][C:2]1[CH:3]=[C:4]([CH:7]=[CH:8][C:9]=1[N:10]1[C:18]2[CH2:17][C:16]([CH3:20])([CH3:19])[CH2:15][C:14](=[O:21])[C:13]=2[CH:12]=[C:11]1[CH3:22])[C:5]([NH2:6])=[O:34])[CH2:24][CH2:25][CH3:26]. Given the reactants F[C:2]1[CH:3]=[C:4]([CH:7]=[CH:8][C:9]=1[N:10]1[C:18]2[CH2:17][C:16]([CH3:20])([CH3:19])[CH2:15][C:14](=[O:21])[C:13]=2[CH:12]=[C:11]1[CH3:22])[C:5]#[N:6].[CH2:23]([OH:27])[CH2:24][CH2:25][CH3:26].[H-].[Na+].CN(C=[O:34])C, predict the reaction product.